This data is from Forward reaction prediction with 1.9M reactions from USPTO patents (1976-2016). The task is: Predict the product of the given reaction. The product is: [CH3:28][O:27][N:26]([CH3:25])[C:17]([CH:14]1[CH2:13][CH2:12][N:11]([C:9]([O:8][CH2:1][C:2]2[CH:3]=[CH:4][CH:5]=[CH:6][CH:7]=2)=[O:10])[CH2:16][CH2:15]1)=[O:19]. Given the reactants [CH2:1]([O:8][C:9]([N:11]1[CH2:16][CH2:15][CH:14]([C:17]([OH:19])=O)[CH2:13][CH2:12]1)=[O:10])[C:2]1[CH:7]=[CH:6][CH:5]=[CH:4][CH:3]=1.C(Cl)CCl.Cl.[CH3:25][NH:26][O:27][CH3:28].C(N(CC)CC)C, predict the reaction product.